Dataset: Forward reaction prediction with 1.9M reactions from USPTO patents (1976-2016). Task: Predict the product of the given reaction. (1) Given the reactants [NH2:1][C:2]1[CH:7]=[CH:6][C:5]([NH:8][C:9]([C:11]2[C:12]([C:17]3[CH:22]=[CH:21][C:20]([C:23]([F:26])([F:25])[F:24])=[CH:19][CH:18]=3)=[CH:13][CH:14]=[CH:15][CH:16]=2)=[O:10])=[CH:4][CH:3]=1.Br[C:28]1[CH:33]=[CH:32][CH:31]=[CH:30][N:29]=1, predict the reaction product. The product is: [N:29]1[CH:30]=[CH:31][CH:32]=[CH:33][C:28]=1[NH:1][C:2]1[CH:7]=[CH:6][C:5]([NH:8][C:9]([C:11]2[C:12]([C:17]3[CH:22]=[CH:21][C:20]([C:23]([F:24])([F:25])[F:26])=[CH:19][CH:18]=3)=[CH:13][CH:14]=[CH:15][CH:16]=2)=[O:10])=[CH:4][CH:3]=1. (2) Given the reactants [NH2:1][C:2]1[CH:17]=[CH:16][C:5]([O:6][C:7]2[C:12]([NH:13][CH3:14])=[C:11](I)[N:10]=[CH:9][N:8]=2)=[CH:4][C:3]=1[Cl:18].C(N(CC)CC)C.[CH3:26][C:27]([O:31][Si:32]([CH3:35])([CH3:34])[CH3:33])([CH3:30])[C:28]#[CH:29], predict the reaction product. The product is: [NH2:1][C:2]1[CH:17]=[CH:16][C:5]([O:6][C:7]2[C:12]([NH:13][CH3:14])=[C:11]([C:29]#[C:28][C:27]([CH3:30])([O:31][Si:32]([CH3:35])([CH3:34])[CH3:33])[CH3:26])[N:10]=[CH:9][N:8]=2)=[CH:4][C:3]=1[Cl:18]. (3) The product is: [C:28]([O:31][C:32]1[CH:37]=[CH:36][CH:35]=[CH:34][C:33]=1[C:38](=[O:47])[NH:39][C:40]1[S:41][C:42]([S:45]([CH3:46])=[O:1])=[CH:43][N:44]=1)(=[O:30])[CH3:29]. Given the reactants [OH:1]OS([O-])=O.[K+].C(OC1C=CC=CC=1C(=O)NC1SC=C(S(C)=O)N=1)(=O)C.[C:28]([O:31][C:32]1[CH:37]=[CH:36][CH:35]=[CH:34][C:33]=1[C:38](=[O:47])[NH:39][C:40]1[S:41][C:42]([S:45][CH3:46])=[CH:43][N:44]=1)(=[O:30])[CH3:29], predict the reaction product. (4) Given the reactants [CH3:1][S:2](Cl)(=[O:4])=[O:3].[Br:6][C:7]1[CH:13]=[CH:12][C:10]([NH2:11])=[CH:9][CH:8]=1.N1C=CC=CC=1, predict the reaction product. The product is: [Br:6][C:7]1[CH:13]=[CH:12][C:10]([NH:11][S:2]([CH3:1])(=[O:4])=[O:3])=[CH:9][CH:8]=1. (5) Given the reactants Cl[C:2]1[CH:3]=[CH:4][C:5]2[N:6]([CH:8]=[C:9]([CH2:11][O:12][C:13]3[CH:18]=[CH:17][C:16]([C:19]4[C:20](=[O:34])[C:21]([CH3:33])([CH3:32])[O:22][C:23]=4[C:24]4[CH:29]=[CH:28][C:27]([O:30][CH3:31])=[CH:26][CH:25]=4)=[CH:15][CH:14]=3)[N:10]=2)[N:7]=1.C(NCC)C.[H][H], predict the reaction product. The product is: [N:10]1[C:9]([CH2:11][O:12][C:13]2[CH:14]=[CH:15][C:16]([C:19]3[C:20](=[O:34])[C:21]([CH3:32])([CH3:33])[O:22][C:23]=3[C:24]3[CH:29]=[CH:28][C:27]([O:30][CH3:31])=[CH:26][CH:25]=3)=[CH:17][CH:18]=2)=[CH:8][N:6]2[C:5]=1[CH:4]=[CH:3][CH:2]=[N:7]2. (6) Given the reactants [N:1]1([C:7]2[S:8]/[C:9](=[CH:13]\[C:14]3[CH:19]=[CH:18][C:17]([F:20])=[CH:16][C:15]=3[OH:21])/[C:10](=[O:12])[N:11]=2)[CH2:6][CH2:5][CH2:4][CH2:3][NH:2]1.C(=O)([O-])[O-].[K+].[K+].[N:28]1([C:34]([Cl:36])=[O:35])[CH2:33][CH2:32][S:31][CH2:30][CH2:29]1.N1CCSCC1, predict the reaction product. The product is: [ClH:36].[N:28]1([C:34]([O:21][C:15]2[CH:16]=[C:17]([F:20])[CH:18]=[CH:19][C:14]=2/[CH:13]=[C:9]2\[C:10](=[O:12])[N:11]=[C:7]([N:1]3[CH2:6][CH2:5][CH2:4][CH2:3][NH:2]3)[S:8]\2)=[O:35])[CH2:33][CH2:32][S:31][CH2:30][CH2:29]1.